Predict the reaction yield, written as a fraction of the theoretical maximum amount of product (1.0 means a 100% yield; for example, 0.34 means a 34% yield). From a dataset of Reaction yield outcomes from USPTO patents with 853,638 reactions. (1) The reactants are [CH2:1]([N:3]([CH2:35][CH3:36])[C:4](=[O:34])[C:5]1[CH:10]=[CH:9][C:8]([C:11]([C:18]2[CH:23]=[CH:22][CH:21]=[CH:20][C:19]=2[NH:24][S:25](C2C=CC=CC=2)(=[O:27])=[O:26])=[C:12]2[CH2:17][CH2:16][NH:15][CH2:14][CH2:13]2)=[CH:7][CH:6]=1)[CH3:2].CC(OC(N1CCC(=[C:50](C2C=CC=CC=2N)[C:51]2[CH:56]=[CH:55][C:54](C(N(CC)CC)=O)=[CH:53][CH:52]=2)CC1)=O)(C)C.C(S(Cl)(=O)=O)C1C=CC=CC=1.C(O)(C(F)(F)F)=O. No catalyst specified. The product is [CH2:1]([N:3]([CH2:35][CH3:36])[C:4](=[O:34])[C:5]1[CH:10]=[CH:9][C:8]([C:11]([C:18]2[CH:23]=[CH:22][CH:21]=[CH:20][C:19]=2[NH:24][S:25]([CH2:50][C:51]2[CH:56]=[CH:55][CH:54]=[CH:53][CH:52]=2)(=[O:27])=[O:26])=[C:12]2[CH2:13][CH2:14][NH:15][CH2:16][CH2:17]2)=[CH:7][CH:6]=1)[CH3:2]. The yield is 0.630. (2) The product is [CH2:26]([CH:30]1[CH2:35][CH2:34][N:33]([CH2:16][CH2:17][CH2:18][N:8]2[C:9]3[C:4](=[CH:3][C:2]([CH3:1])=[CH:11][CH:10]=3)[CH:5]=[CH:6][C:7]2=[O:12])[CH2:32][CH2:31]1)[CH2:27][CH2:28][CH3:29]. The reactants are [CH3:1][C:2]1[CH:3]=[C:4]2[C:9](=[CH:10][CH:11]=1)[NH:8][C:7](=[O:12])[CH:6]=[CH:5]2.[H-].[Na+].Br[CH2:16][CH2:17][CH2:18]Cl.C([O-])([O-])=O.[K+].[K+].[CH2:26]([CH:30]1[CH2:35][CH2:34][NH:33][CH2:32][CH2:31]1)[CH2:27][CH2:28][CH3:29]. The yield is 0.230. The catalyst is CC#N.O.CCOC(C)=O.C(OCC)C.CN(C=O)C. (3) The reactants are [F:1][C:2]([F:20])([F:19])/[C:3](/O)=[CH:4]/[C:5]([C:7]1[CH:12]=[CH:11][C:10]([O:13][C:14]([F:17])([F:16])[F:15])=[CH:9][CH:8]=1)=O.[CH2:21]([O:23][C:24](=[O:29])/[CH:25]=[C:26](\[NH2:28])/[CH3:27])[CH3:22]. The catalyst is C(#N)C. The product is [CH2:21]([O:23][C:24](=[O:29])[C:25]1[C:3]([C:2]([F:20])([F:19])[F:1])=[CH:4][C:5]([C:7]2[CH:12]=[CH:11][C:10]([O:13][C:14]([F:17])([F:16])[F:15])=[CH:9][CH:8]=2)=[N:28][C:26]=1[CH3:27])[CH3:22]. The yield is 0.500. (4) The reactants are [Mg].BrCCBr.Br[C:7]1[CH:8]=[C:9]([CH:23]=[CH:24][CH:25]=1)[N:10]([C:17]1[CH:22]=[CH:21][CH:20]=[CH:19][CH:18]=1)[C:11]1[CH:16]=[CH:15][CH:14]=[CH:13][CH:12]=1.[B:26](OC)([O:29][CH3:30])[O:27][CH3:28]. The catalyst is C1COCC1. The product is [C:11]1([N:10]([C:17]2[CH:22]=[CH:21][CH:20]=[CH:19][CH:18]=2)[C:9]2[CH:8]=[C:7]([B:26]3[O:29][CH2:30][CH2:28][O:27]3)[CH:25]=[CH:24][CH:23]=2)[CH:12]=[CH:13][CH:14]=[CH:15][CH:16]=1. The yield is 0.880. (5) The reactants are [I:1][C:2]1[CH:7]=[CH:6][NH:5][C:4](=[O:8])[CH:3]=1.I[CH2:10][CH2:11][OH:12].C([O-])([O-])=O.[K+].[K+]. The catalyst is CN(C=O)C. The product is [OH:12][CH2:11][CH2:10][N:5]1[CH:6]=[CH:7][C:2]([I:1])=[CH:3][C:4]1=[O:8]. The yield is 1.00.